This data is from Peptide-MHC class I binding affinity with 185,985 pairs from IEDB/IMGT. The task is: Regression. Given a peptide amino acid sequence and an MHC pseudo amino acid sequence, predict their binding affinity value. This is MHC class I binding data. (1) The peptide sequence is KSYEHQTPF. The MHC is HLA-A02:06 with pseudo-sequence HLA-A02:06. The binding affinity (normalized) is 0.146. (2) The peptide sequence is ITYKNSTWV. The MHC is H-2-Db with pseudo-sequence H-2-Db. The binding affinity (normalized) is 0.528. (3) The peptide sequence is RYQRMTGGY. The MHC is HLA-B08:01 with pseudo-sequence HLA-B08:01. The binding affinity (normalized) is 0.0847. (4) The peptide sequence is TMMRHRREL. The MHC is HLA-A26:01 with pseudo-sequence HLA-A26:01. The binding affinity (normalized) is 0.0847. (5) The peptide sequence is EPAQEEHDKYH. The MHC is Mamu-B08 with pseudo-sequence Mamu-B08. The binding affinity (normalized) is 0. (6) The peptide sequence is YLGTPNNTY. The MHC is HLA-B15:02 with pseudo-sequence HLA-B15:02. The binding affinity (normalized) is 0.789.